This data is from Reaction yield outcomes from USPTO patents with 853,638 reactions. The task is: Predict the reaction yield, written as a fraction of the theoretical maximum amount of product (1.0 means a 100% yield; for example, 0.34 means a 34% yield). (1) The reactants are [OH:1][C:2]1[C:11]2[C:6](=[C:7]3[CH:15]=[CH:14][CH:13]=[CH:12][C:8]3=[CH:9][CH:10]=2)[O:5][C:4](=[O:16])[CH:3]=1.[CH2:17](C1C=CC=C2C=1C=CC=C2O)[CH3:18]. No catalyst specified. The product is [OH:1][C:2]1[C:11]2[C:6](=[C:7]3[CH:15]=[CH:14][CH:13]=[C:12]([CH2:17][CH3:18])[C:8]3=[CH:9][CH:10]=2)[O:5][C:4](=[O:16])[CH:3]=1. The yield is 0.250. (2) The reactants are [CH2:1]([C@H:3]1[C@@H:7]([C:8]2[N:12]3[C:13]4[CH:19]=[CH:18][N:17]([S:20]([C:23]5[CH:29]=[CH:28][C:26]([CH3:27])=[CH:25][CH:24]=5)(=[O:22])=[O:21])[C:14]=4[N:15]=[CH:16][C:11]3=[N:10][N:9]=2)[CH2:6][C@@H:5]([NH2:30])[CH2:4]1)[CH3:2].CCO.CCN(C(C)C)C(C)C.Cl[C:44]1[S:45][C:46]([C:49]#[N:50])=[CH:47][N:48]=1. The catalyst is C(Cl)Cl. The product is [CH2:1]([C@H:3]1[C@@H:7]([C:8]2[N:12]3[C:13]4[CH:19]=[CH:18][N:17]([S:20]([C:23]5[CH:24]=[CH:25][C:26]([CH3:27])=[CH:28][CH:29]=5)(=[O:22])=[O:21])[C:14]=4[N:15]=[CH:16][C:11]3=[N:10][N:9]=2)[CH2:6][C@@H:5]([NH:30][C:44]2[S:45][C:46]([C:49]#[N:50])=[CH:47][N:48]=2)[CH2:4]1)[CH3:2]. The yield is 0.840. (3) The reactants are [Cl:1][C:2]1[CH:3]=[C:4]2[C:8](=[CH:9][CH:10]=1)[N:7](C(OC(C)(C)C)=O)[CH:6]=[C:5]2[CH2:18][N:19]1[C:27]2[N:26]=[CH:25][NH:24][C:23]=2[C:22](=[O:28])[NH:21][C:20]1=[S:29].C1C(I)=C(OC2C=C(I)C(O)=C(I)C=2)C(I)=CC=1C(O)=O. The catalyst is C(Cl)Cl. The product is [Cl:1][C:2]1[CH:3]=[C:4]2[C:8](=[CH:9][CH:10]=1)[NH:7][CH:6]=[C:5]2[CH2:18][N:19]1[C:27]2[N:26]=[CH:25][NH:24][C:23]=2[C:22](=[O:28])[NH:21][C:20]1=[S:29]. The yield is 0.680. (4) The reactants are [Br:1][C:2]1[CH:3]=[C:4]2[C:8](=[CH:9][CH:10]=1)[NH:7][CH:6]=[CH:5]2.[OH-].[K+].I[CH3:14].Cl. The catalyst is CS(C)=O. The product is [Br:1][C:2]1[CH:3]=[C:4]2[C:8](=[CH:9][CH:10]=1)[N:7]([CH3:14])[CH:6]=[CH:5]2. The yield is 0.930. (5) The reactants are [NH2:1][C:2]1[CH:7]=[C:6]([Cl:8])[CH:5]=[CH:4][C:3]=1[SH:9].Br[CH2:11][CH2:12][C:13]([N:15]([CH2:18][CH3:19])[CH2:16][CH3:17])=[O:14].C([O-])([O-])=O.[K+].[K+]. The catalyst is CN(C=O)C. The product is [NH2:1][C:2]1[CH:7]=[C:6]([Cl:8])[CH:5]=[CH:4][C:3]=1[S:9][CH2:11][CH2:12][C:13]([N:15]([CH2:18][CH3:19])[CH2:16][CH3:17])=[O:14]. The yield is 0.880. (6) The reactants are [F:1][C:2]1[CH:3]=[C:4]([CH:8]=[CH:9][N:10]=1)[C:5]([OH:7])=O.Cl.[Cl:12][C:13]1[CH:20]=[C:19]([S:21]([CH3:24])(=[O:23])=[O:22])[CH:18]=[CH:17][C:14]=1[CH2:15][NH2:16].ON1C2C=CC=CC=2N=N1.Cl.C(N=C=NCCCN(C)C)C.C(N(C(C)C)CC)(C)C. No catalyst specified. The product is [Cl:12][C:13]1[CH:20]=[C:19]([S:21]([CH3:24])(=[O:23])=[O:22])[CH:18]=[CH:17][C:14]=1[CH2:15][NH:16][C:5](=[O:7])[C:4]1[CH:8]=[CH:9][N:10]=[C:2]([F:1])[CH:3]=1. The yield is 0.748. (7) The catalyst is [Pd].CO. The product is [CH:31]([O:30][CH2:29][C@H:18]([O:17][C:16]1[N:15]=[CH:14][N:13]=[C:12]2[N:8]([C:5]3[C:4]([C:34]([F:37])([F:36])[F:35])=[CH:3][CH:2]=[CH:7][N:6]=3)[N:9]=[CH:10][C:11]=12)[C:19]([NH:21][C:22]1[CH:27]=[CH:26][C:25]([CH3:28])=[CH:24][N:23]=1)=[O:20])([CH3:33])[CH3:32]. The yield is 0.470. The reactants are Cl[C:2]1[CH:3]=[C:4]([C:34]([F:37])([F:36])[F:35])[C:5]([N:8]2[C:12]3=[N:13][CH:14]=[N:15][C:16]([O:17][C@@H:18]([CH2:29][O:30][CH:31]([CH3:33])[CH3:32])[C:19]([NH:21][C:22]4[CH:27]=[CH:26][C:25]([CH3:28])=[CH:24][N:23]=4)=[O:20])=[C:11]3[CH:10]=[N:9]2)=[N:6][CH:7]=1. (8) The reactants are [CH3:1][C:2]1[N:3]=[CH:4][NH:5][CH:6]=1.F[C:8]1[CH:13]=[C:12]([C:14]([F:17])([F:16])[F:15])[CH:11]=[C:10]([N+:18]([O-:20])=[O:19])[CH:9]=1.C([O-])([O-])=O.[Cs+].[Cs+]. The catalyst is CN(C=O)C. The product is [CH3:1][C:2]1[N:3]=[CH:4][N:5]([C:8]2[CH:13]=[C:12]([C:14]([F:16])([F:17])[F:15])[CH:11]=[C:10]([N+:18]([O-:20])=[O:19])[CH:9]=2)[CH:6]=1. The yield is 0.308. (9) The reactants are [C:1]([O:5][C:6]([N:8]1[CH2:12][CH2:11][C@H:10]([C:13]2[CH:18]=[CH:17][CH:16]=[CH:15][CH:14]=2)[C@@H:9]1[C:19]([OH:21])=[O:20])=[O:7])([CH3:4])([CH3:3])[CH3:2].C(O)(=O)C. The catalyst is CO.[Pt]=O. The product is [C:1]([O:5][C:6]([N:8]1[CH2:12][CH2:11][C@H:10]([CH:13]2[CH2:18][CH2:17][CH2:16][CH2:15][CH2:14]2)[C@@H:9]1[C:19]([OH:21])=[O:20])=[O:7])([CH3:4])([CH3:2])[CH3:3]. The yield is 0.980.